This data is from Full USPTO retrosynthesis dataset with 1.9M reactions from patents (1976-2016). The task is: Predict the reactants needed to synthesize the given product. Given the product [C:43]([O:42][C:40](=[O:41])[CH2:39][N:10]1[C@H:9]([C:6]2[CH:7]=[CH:8][C:3]([C:1]#[N:2])=[CH:4][CH:5]=2)[C:14]([C:15]([O:17][CH2:18][CH3:19])=[O:16])=[C:13]([CH3:20])[N:12]([C:21]2[CH:26]=[CH:25][CH:24]=[C:23]([C:27]([F:28])([F:30])[F:29])[CH:22]=2)[C:11]1=[O:31])([CH3:46])([CH3:45])[CH3:44], predict the reactants needed to synthesize it. The reactants are: [C:1]([C:3]1[CH:8]=[CH:7][C:6]([C@@H:9]2[C:14]([C:15]([O:17][CH2:18][CH3:19])=[O:16])=[C:13]([CH3:20])[N:12]([C:21]3[CH:26]=[CH:25][CH:24]=[C:23]([C:27]([F:30])([F:29])[F:28])[CH:22]=3)[C:11](=[O:31])[NH:10]2)=[CH:5][CH:4]=1)#[N:2].C(=O)([O-])[O-].[K+].[K+].Br[CH2:39][C:40]([O:42][C:43]([CH3:46])([CH3:45])[CH3:44])=[O:41].